This data is from Reaction yield outcomes from USPTO patents with 853,638 reactions. The task is: Predict the reaction yield, written as a fraction of the theoretical maximum amount of product (1.0 means a 100% yield; for example, 0.34 means a 34% yield). (1) The reactants are Cl[C:2]1[C:3]([N:8]2[CH2:13][CH:12]=[C:11]([C:14]([NH:16][C:17]3[CH:22]=[CH:21][C:20]([S:23]([C:26]([F:29])([F:28])[F:27])(=[O:25])=[O:24])=[CH:19][CH:18]=3)=[O:15])[C@@H:10]([CH3:30])[CH2:9]2)=[N:4][CH:5]=[CH:6][CH:7]=1.N.[CH3:32]O. No catalyst specified. The product is [CH3:30][C@@H:10]1[C:11]([C:14]([NH:16][C:17]2[CH:22]=[CH:21][C:20]([S:23]([C:26]([F:29])([F:28])[F:27])(=[O:25])=[O:24])=[CH:19][CH:18]=2)=[O:15])=[CH:12][CH2:13][N:8]([C:3]2[C:2]([CH3:32])=[CH:7][CH:6]=[CH:5][N:4]=2)[CH2:9]1. The yield is 0.540. (2) The reactants are Br[C:2]1[S:6][C:5]([CH2:7][N:8]([CH3:16])[C:9](=[O:15])[O:10][C:11]([CH3:14])([CH3:13])[CH3:12])=[N:4][C:3]=1[C:17]1[C:18]([F:23])=[N:19][CH:20]=[CH:21][CH:22]=1.[CH3:24][O:25][C:26]1[CH:27]=[C:28]([SH:34])[CH:29]=[CH:30][C:31]=1[O:32][CH3:33].C(N(C(C)C)C(C)C)C.O. The catalyst is C1(C)C=CC=CC=1.C1C=CC(/C=C/C(/C=C/C2C=CC=CC=2)=O)=CC=1.C1C=CC(/C=C/C(/C=C/C2C=CC=CC=2)=O)=CC=1.C1C=CC(/C=C/C(/C=C/C2C=CC=CC=2)=O)=CC=1.[Pd].[Pd]. The yield is 0.770. The product is [CH3:24][O:25][C:26]1[CH:27]=[C:28]([S:34][C:2]2[S:6][C:5]([CH2:7][N:8]([CH3:16])[C:9](=[O:15])[O:10][C:11]([CH3:14])([CH3:13])[CH3:12])=[N:4][C:3]=2[C:17]2[C:18]([F:23])=[N:19][CH:20]=[CH:21][CH:22]=2)[CH:29]=[CH:30][C:31]=1[O:32][CH3:33]. (3) The reactants are [F:1][C:2]([F:15])([CH2:8][C:9]1[CH:14]=[CH:13][CH:12]=[CH:11][CH:10]=1)[C:3](OCC)=[O:4].[BH4-].[Na+].O. The catalyst is CO.C(OCC)(=O)C. The product is [F:1][C:2]([F:15])([CH2:8][C:9]1[CH:14]=[CH:13][CH:12]=[CH:11][CH:10]=1)[CH2:3][OH:4]. The yield is 0.420. (4) The reactants are C(=O)(OC)[O:2][C:3]1[CH:8]=[CH:7][C:6]([F:9])=[C:5]([NH:10][C:11]([C:13]2[N:17]([CH3:18])[N:16]=[C:15]([CH3:19])[CH:14]=2)=[O:12])[CH:4]=1.[OH-].[Na+].Cl. The catalyst is CO. The product is [F:9][C:6]1[CH:7]=[CH:8][C:3]([OH:2])=[CH:4][C:5]=1[NH:10][C:11]([C:13]1[N:17]([CH3:18])[N:16]=[C:15]([CH3:19])[CH:14]=1)=[O:12]. The yield is 0.840.